This data is from Reaction yield outcomes from USPTO patents with 853,638 reactions. The task is: Predict the reaction yield, written as a fraction of the theoretical maximum amount of product (1.0 means a 100% yield; for example, 0.34 means a 34% yield). (1) The reactants are C(OC([N:8]1[CH2:13][CH2:12][N:11]([C:14]2[C:15]3[C:22]([C:23]4[S:24][CH:25]=[CH:26][CH:27]=4)=[CH:21][N:20]([S:28]([C:31]4[CH:36]=[CH:35][CH:34]=[CH:33][CH:32]=4)(=[O:30])=[O:29])[C:16]=3[N:17]=[CH:18][N:19]=2)[CH2:10][CH2:9]1)=O)(C)(C)C.[ClH:37].O1CCOCC1. The catalyst is O1CCOCC1.CCOCC. The product is [ClH:37].[ClH:37].[C:31]1([S:28]([N:20]2[C:16]3[N:17]=[CH:18][N:19]=[C:14]([N:11]4[CH2:10][CH2:9][NH:8][CH2:13][CH2:12]4)[C:15]=3[C:22]([C:23]3[S:24][CH:25]=[CH:26][CH:27]=3)=[CH:21]2)(=[O:30])=[O:29])[CH:32]=[CH:33][CH:34]=[CH:35][CH:36]=1. The yield is 0.950. (2) The reactants are [C:1]([OH:10])(=[O:9])[C@H:2]([C@@H:4]([C:6]([OH:8])=[O:7])[OH:5])[OH:3].[CH2:11]1[NH:16][CH2:15][C@@H:14]([OH:17])[C@H:13]([OH:18])[C@H:12]1[CH2:19][OH:20]. The catalyst is O. The product is [CH2:11]1[NH:16][CH2:15][C@@H:14]([OH:17])[C@H:13]([OH:18])[C@H:12]1[CH2:19][OH:20].[C:6]([C@H:4]([C@@H:2]([C:1]([O-:10])=[O:9])[OH:3])[OH:5])([O-:8])=[O:7]. The yield is 0.950.